This data is from Forward reaction prediction with 1.9M reactions from USPTO patents (1976-2016). The task is: Predict the product of the given reaction. (1) The product is: [C:1]1([S:7]([C:10]2[CH:21]=[CH:20][C:13]3[O:14][CH2:15][C@@H:16]([CH2:17][OH:18])[O:19][C:12]=3[CH:11]=2)(=[O:9])=[O:8])[CH:6]=[CH:5][CH:4]=[CH:3][CH:2]=1. Given the reactants [C:1]1([S:7]([C:10]2[CH:21]=[CH:20][C:13]([O:14][CH2:15][C@H:16]([OH:19])[CH2:17][OH:18])=[C:12](Br)[CH:11]=2)(=[O:9])=[O:8])[CH:6]=[CH:5][CH:4]=[CH:3][CH:2]=1.C(P(C(C)(C)C)C1C=CC2C(=CC=CC=2)C=1C1C2C(=CC=CC=2)C=CC=1)(C)(C)C.[O-]P([O-])([O-])=O.[K+].[K+].[K+], predict the reaction product. (2) Given the reactants [OH:1][C:2]1[NH:7][C:6](=[O:8])[N:5]([CH2:9][C:10]2[CH:15]=[CH:14][CH:13]=[CH:12][CH:11]=2)[C:4](=[O:16])[C:3]=1[C:17]([NH:19][CH2:20][C:21]([O:23]CC)=[O:22])=[O:18].[Cl:26][C:27]1[CH:34]=[CH:33][CH:32]=[C:31]([Cl:35])[C:28]=1[CH2:29]Br.C(=O)([O-])[O-].[Na+].[Na+].Cl, predict the reaction product. The product is: [Cl:26][C:27]1[CH:34]=[CH:33][CH:32]=[C:31]([Cl:35])[C:28]=1[CH2:29][N:7]1[C:2]([OH:1])=[C:3]([C:17]([NH:19][CH2:20][C:21]([OH:23])=[O:22])=[O:18])[C:4](=[O:16])[N:5]([CH2:9][C:10]2[CH:15]=[CH:14][CH:13]=[CH:12][CH:11]=2)[C:6]1=[O:8]. (3) Given the reactants FC(F)(F)S(O[C:7]1[C:8]([CH3:36])([CH3:35])[C@H:9]2[C@:22]([CH3:25])([CH2:23][CH:24]=1)[C@@H:21]1[C@:12]([CH3:34])([C@@:13]3([CH3:33])[C@H:18]([CH2:19][CH2:20]1)[C@H:17]1[C@H:26]([C:29]([CH3:31])=[CH2:30])[CH2:27][CH2:28][C@:16]1([NH2:32])[CH2:15][CH2:14]3)[CH2:11][CH2:10]2)(=O)=O.CC1(C)C(C)(C)OB([C:47]2[CH2:52][CH2:51][C:50]([C:58]([O:60][CH2:61][CH3:62])=[O:59])([C:53]([O:55][CH2:56][CH3:57])=[O:54])[CH2:49][CH:48]=2)O1.O.C(=O)([O-])[O-].[Na+].[Na+], predict the reaction product. The product is: [NH2:32][C@:16]12[CH2:28][CH2:27][C@@H:26]([C:29]([CH3:31])=[CH2:30])[C@@H:17]1[C@@H:18]1[C@@:13]([CH3:33])([CH2:14][CH2:15]2)[C@@:12]2([CH3:34])[C@@H:21]([C@:22]3([CH3:25])[C@@H:9]([CH2:10][CH2:11]2)[C:8]([CH3:35])([CH3:36])[C:7]([C:47]2[CH2:52][CH2:51][C:50]([C:53]([O:55][CH2:56][CH3:57])=[O:54])([C:58]([O:60][CH2:61][CH3:62])=[O:59])[CH2:49][CH:48]=2)=[CH:24][CH2:23]3)[CH2:20][CH2:19]1. (4) Given the reactants [Br:1][C:2]1[CH:7]=[C:6]([NH2:8])[C:5]([NH2:9])=[C:4]([CH3:10])[CH:3]=1.[C:11](Cl)(=O)[CH3:12].[C:15](O[C:15]([O:17][C:18]([CH3:21])([CH3:20])[CH3:19])=[O:16])([O:17][C:18]([CH3:21])([CH3:20])[CH3:19])=[O:16], predict the reaction product. The product is: [Br:1][C:2]1[CH:3]=[C:4]([CH3:10])[C:5]2[N:9]=[C:11]([CH3:12])[N:8]([C:15]([O:17][C:18]([CH3:21])([CH3:20])[CH3:19])=[O:16])[C:6]=2[CH:7]=1. (5) Given the reactants [Si:1]([O:8][C@H:9]1[CH2:14][CH2:13][C@@:12]([C@H:16]2[CH2:24][CH2:23][C@@:22]3([CH3:25])[C@@H:18]([CH2:19][CH2:20][C@:21]3([CH3:27])O)[C@@H:17]2[CH2:28][O:29][Si:30]([C:43]([CH3:46])([CH3:45])[CH3:44])([C:37]2[CH:42]=[CH:41][CH:40]=[CH:39][CH:38]=2)[C:31]2[CH:36]=[CH:35][CH:34]=[CH:33][CH:32]=2)([CH3:15])[C@@H:11]([CH2:47][O:48][Si:49]([C:52]([CH3:55])([CH3:54])[CH3:53])([CH3:51])[CH3:50])[CH2:10]1)([C:4]([CH3:7])([CH3:6])[CH3:5])([CH3:3])[CH3:2].C(Cl)Cl.O=P(Cl)(Cl)Cl.C([O-])(O)=O.[Na+], predict the reaction product. The product is: [C:43]([Si:30]([O:29][CH2:28][C@H:17]1[C@H:18]2[C@@:22]([CH3:25])([C:21]([CH3:27])=[CH:20][CH2:19]2)[CH2:23][CH2:24][C@@H:16]1[C@@:12]1([CH3:15])[CH2:13][CH2:14][C@H:9]([O:8][Si:1]([C:4]([CH3:6])([CH3:5])[CH3:7])([CH3:3])[CH3:2])[CH2:10][C@@H:11]1[CH2:47][O:48][Si:49]([C:52]([CH3:55])([CH3:54])[CH3:53])([CH3:51])[CH3:50])([C:31]1[CH:36]=[CH:35][CH:34]=[CH:33][CH:32]=1)[C:37]1[CH:38]=[CH:39][CH:40]=[CH:41][CH:42]=1)([CH3:46])([CH3:45])[CH3:44]. (6) Given the reactants [C:1]1([CH:7]2[S:16][CH2:15][CH2:14][C:9]3(OCC[O:10]3)[CH2:8]2)[CH:6]=[CH:5][CH:4]=[CH:3][CH:2]=1, predict the reaction product. The product is: [C:1]1([CH:7]2[CH2:8][C:9](=[O:10])[CH2:14][CH2:15][S:16]2)[CH:2]=[CH:3][CH:4]=[CH:5][CH:6]=1. (7) Given the reactants [I:1][C:2]1[N:7]=[C:6]([C:8]2[CH:13]=[CH:12][CH:11]=[CH:10][CH:9]=2)[C:5]([OH:14])=[CH:4][CH:3]=1.C1[CH2:19][O:18][CH2:17]C1.CC([O-])(C)C.[K+].COCCl, predict the reaction product. The product is: [I:1][C:2]1[N:7]=[C:6]([C:8]2[CH:13]=[CH:12][CH:11]=[CH:10][CH:9]=2)[C:5]([O:14][CH2:17][O:18][CH3:19])=[CH:4][CH:3]=1. (8) Given the reactants [F:1][C:2]([F:12])([F:11])[C:3]1[CH:10]=[CH:9][C:6]([CH2:7][NH2:8])=[CH:5][CH:4]=1.ClC(Cl)(OC(=O)OC(Cl)(Cl)Cl)Cl.[N-:25]=[C:26]=[O:27].N[C:29]1[C:38]2[NH:37][C:36](=[O:39])[CH2:35][O:34][C:33]=2[CH:32]=[CH:31][CH:30]=1, predict the reaction product. The product is: [F:1][C:2]([F:11])([F:12])[C:3]1[CH:10]=[CH:9][C:6]([CH2:7][NH:8][C:26]([NH:25][C:29]2[C:38]3[NH:37][C:36](=[O:39])[CH2:35][O:34][C:33]=3[CH:32]=[CH:31][CH:30]=2)=[O:27])=[CH:5][CH:4]=1. (9) The product is: [NH2:30][C:31]1[C:32]([C:49]([NH:52][NH:53][C:54](=[S:55])[NH2:56])=[O:51])=[N:33][C:34]([C:37]2[CH:42]=[CH:41][C:40]([S:43]([CH:46]([CH3:47])[CH3:48])(=[O:45])=[O:44])=[CH:39][CH:38]=2)=[CH:35][N:36]=1. Given the reactants CN(C(ON1N=NC2C=CC=CC1=2)=[N+](C)C)C.[B-](F)(F)(F)F.CCN(CC)CC.[NH2:30][C:31]1[C:32]([C:49]([OH:51])=O)=[N:33][C:34]([C:37]2[CH:42]=[CH:41][C:40]([S:43]([CH:46]([CH3:48])[CH3:47])(=[O:45])=[O:44])=[CH:39][CH:38]=2)=[CH:35][N:36]=1.[NH2:52][NH:53][C:54]([NH2:56])=[S:55], predict the reaction product.